From a dataset of Catalyst prediction with 721,799 reactions and 888 catalyst types from USPTO. Predict which catalyst facilitates the given reaction. (1) Reactant: C([O:9][CH2:10][CH2:11][O:12][CH2:13][CH2:14][N:15]1[C:23]2[C:22](Cl)=[N:21][CH:20]=[N:19][C:18]=2[CH:17]=[CH:16]1)(=O)C1C=CC=CC=1.[Cl:25][C:26]1[CH:27]=[C:28]([CH:30]=[CH:31][C:32]=1[O:33][C:34]1[CH:42]=[CH:41][CH:40]=[C:39]2[C:35]=1[CH:36]=[CH:37][NH:38]2)[NH2:29].Cl.N1C=CC=CC=1.[OH-].[Na+].[Cl-].[NH4+]. Product: [Cl:25][C:26]1[CH:27]=[C:28]([NH:29][C:22]2[C:23]3[N:15]([CH2:14][CH2:13][O:12][CH2:11][CH2:10][OH:9])[CH:16]=[CH:17][C:18]=3[N:19]=[CH:20][N:21]=2)[CH:30]=[CH:31][C:32]=1[O:33][C:34]1[CH:42]=[CH:41][CH:40]=[C:39]2[C:35]=1[CH:36]=[CH:37][NH:38]2. The catalyst class is: 32. (2) Product: [Br:1][CH2:2][CH2:3][O:4][Si:9]([C:5]([CH3:8])([CH3:7])[CH3:6])([CH3:11])[CH3:10]. Reactant: [Br:1][CH2:2][CH2:3][OH:4].[C:5]([Si:9](Cl)([CH3:11])[CH3:10])([CH3:8])([CH3:7])[CH3:6].N1C=CN=C1. The catalyst class is: 4. (3) Reactant: [OH:1][C:2]1[CH:7]=[CH:6][CH:5]=[CH:4][C:3]=1[C:8]1[N:13]=[C:12]([N:14]2[C:18]([C:19]([F:22])([F:21])[F:20])=[C:17]([C:23]([O:25][CH2:26][CH3:27])=[O:24])[CH:16]=[N:15]2)[CH:11]=[CH:10][CH:9]=1.[C:28]1([CH2:36]O)[CH:33]=[CH:32][C:31]([CH2:34][OH:35])=[CH:30][CH:29]=1.C1(P(C2C=CC=CC=2)C2C=CC=CC=2)C=CC=CC=1.N(C(OC(C)C)=O)=NC(OC(C)C)=O. Product: [OH:35][CH2:34][C:31]1[CH:32]=[CH:33][C:28]([CH2:36][O:1][C:2]2[CH:7]=[CH:6][CH:5]=[CH:4][C:3]=2[C:8]2[N:13]=[C:12]([N:14]3[C:18]([C:19]([F:22])([F:21])[F:20])=[C:17]([C:23]([O:25][CH2:26][CH3:27])=[O:24])[CH:16]=[N:15]3)[CH:11]=[CH:10][CH:9]=2)=[CH:29][CH:30]=1. The catalyst class is: 1. (4) Product: [C:1]([C:5]1[CH:10]=[C:9]([CH:11]([CH3:13])[CH3:12])[CH:8]=[CH:7][C:6]=1[N:14]1[CH2:19][CH2:18][N:17]([C:20](=[O:26])[C:21]([OH:23])=[O:22])[CH2:16][CH2:15]1)([CH3:3])([CH3:4])[CH3:2]. Reactant: [C:1]([C:5]1[CH:10]=[C:9]([CH:11]([CH3:13])[CH3:12])[CH:8]=[CH:7][C:6]=1[N:14]1[CH2:19][CH2:18][N:17]([C:20](=[O:26])[C:21]([O:23]CC)=[O:22])[CH2:16][CH2:15]1)([CH3:4])([CH3:3])[CH3:2].[OH-].[Li+].Cl. The catalyst class is: 1.